From a dataset of Forward reaction prediction with 1.9M reactions from USPTO patents (1976-2016). Predict the product of the given reaction. (1) Given the reactants [F:1][C:2]([F:19])([F:18])[C:3]([C:9]1[CH:14]=[CH:13][CH:12]=[C:11]([N+:15]([O-])=O)[CH:10]=1)([OH:8])[C:4]([F:7])([F:6])[F:5].C([O-])=O.[NH4+], predict the reaction product. The product is: [NH2:15][C:11]1[CH:10]=[C:9]([C:3]([OH:8])([C:2]([F:1])([F:18])[F:19])[C:4]([F:5])([F:6])[F:7])[CH:14]=[CH:13][CH:12]=1. (2) Given the reactants C([O:3][C:4](=[O:16])[CH2:5][N:6]1[CH2:15][CH2:14][C:13]2[C:8](=[CH:9][CH:10]=[CH:11][CH:12]=2)[CH2:7]1)C.[OH-].[Na+].Cl, predict the reaction product. The product is: [CH2:7]1[C:8]2[C:13](=[CH:12][CH:11]=[CH:10][CH:9]=2)[CH2:14][CH2:15][N:6]1[CH2:5][C:4]([OH:16])=[O:3]. (3) Given the reactants [C@@H:1]12[CH2:7][N:6](C(OC(C)(C)C)=O)[C@@H:5]1[CH2:4][N:3]([C:15]([O:17][CH2:18][C:19]1[CH:24]=[CH:23][CH:22]=[CH:21][CH:20]=1)=[O:16])[CH2:2]2.FC(F)(F)C(O)=O, predict the reaction product. The product is: [C@@H:1]12[CH2:7][NH:6][C@@H:5]1[CH2:4][N:3]([C:15]([O:17][CH2:18][C:19]1[CH:24]=[CH:23][CH:22]=[CH:21][CH:20]=1)=[O:16])[CH2:2]2. (4) Given the reactants [CH2:1]([N:3]1[C:9](=[O:10])[C:8]2[CH:11]=[CH:12][C:13]([N+:15]([O-])=O)=[CH:14][C:7]=2[NH:6][CH2:5][CH2:4]1)[CH3:2].C(O)C, predict the reaction product. The product is: [NH2:15][C:13]1[CH:12]=[CH:11][C:8]2[C:9](=[O:10])[N:3]([CH2:1][CH3:2])[CH2:4][CH2:5][NH:6][C:7]=2[CH:14]=1. (5) The product is: [NH2:1][C:2]1[S:3][C:4]([C:12]2[CH:13]=[CH:14][C:15]([O:20][CH3:19])=[N:16][CH:17]=2)=[C:5]([C:7]2[O:8][CH:9]=[CH:10][CH:11]=2)[N:6]=1. Given the reactants [NH2:1][C:2]1[S:3][C:4]([C:12]2[CH:13]=[CH:14][C:15](Cl)=[N:16][CH:17]=2)=[C:5]([C:7]2[O:8][CH:9]=[CH:10][CH:11]=2)[N:6]=1.[CH3:19][OH:20].C[O-].[Na+], predict the reaction product. (6) The product is: [N:26]([CH2:2][C:3]1[CH:4]=[C:5]2[C:9](=[CH:10][CH:11]=1)[N:8]([C:12]([O:14][C:15]([CH3:18])([CH3:17])[CH3:16])=[O:13])[N:7]=[C:6]2[C:19]1[CH:24]=[CH:23][CH:22]=[C:21]([F:25])[CH:20]=1)=[N+:27]=[N-:28]. Given the reactants Cl[CH2:2][C:3]1[CH:4]=[C:5]2[C:9](=[CH:10][CH:11]=1)[N:8]([C:12]([O:14][C:15]([CH3:18])([CH3:17])[CH3:16])=[O:13])[N:7]=[C:6]2[C:19]1[CH:24]=[CH:23][CH:22]=[C:21]([F:25])[CH:20]=1.[N-:26]=[N+:27]=[N-:28].[Na+].C(OCC)C, predict the reaction product.